Dataset: Reaction yield outcomes from USPTO patents with 853,638 reactions. Task: Predict the reaction yield, written as a fraction of the theoretical maximum amount of product (1.0 means a 100% yield; for example, 0.34 means a 34% yield). (1) The reactants are C(OC([N:8](C(OC(C)(C)C)=O)[C:9]1[N:10]=[CH:11][C:12]([C:26]2[CH:47]=[CH:46][C:29]([C:30]([N:32]3[CH2:38][CH2:37][CH2:36][N:35](C(OC(C)(C)C)=O)[CH2:34][CH2:33]3)=[O:31])=[CH:28][C:27]=2[C:48]#[N:49])=[N:13][C:14]=1[C:15]1[O:16][C:17]([C:20]2[S:21][CH:22]=[CH:23][C:24]=2[CH3:25])=[N:18][N:19]=1)=O)(C)(C)C.C(O)(C(F)(F)F)=O. The catalyst is C(Cl)Cl.C(#N)C.CO. The product is [NH2:8][C:9]1[N:10]=[CH:11][C:12]([C:26]2[CH:47]=[CH:46][C:29]([C:30]([N:32]3[CH2:38][CH2:37][CH2:36][NH:35][CH2:34][CH2:33]3)=[O:31])=[CH:28][C:27]=2[C:48]#[N:49])=[N:13][C:14]=1[C:15]1[O:16][C:17]([C:20]2[S:21][CH:22]=[CH:23][C:24]=2[CH3:25])=[N:18][N:19]=1. The yield is 0.350. (2) The product is [CH2:24]([O:1][C:2]1[CH:3]=[C:4]([CH:21]=[CH:22][CH:23]=1)[O:5][CH2:6][C:7]1[CH:12]=[CH:11][CH:10]=[CH:9][C:8]=1/[C:13](=[CH:18]\[O:19][CH3:20])/[C:14]([O:16][CH3:17])=[O:15])[C:25]1[CH:30]=[CH:29][CH:28]=[CH:27][CH:26]=1. The catalyst is C(#N)C. The reactants are [OH:1][C:2]1[CH:3]=[C:4]([CH:21]=[CH:22][CH:23]=1)[O:5][CH2:6][C:7]1[CH:12]=[CH:11][CH:10]=[CH:9][C:8]=1/[C:13](=[CH:18]\[O:19][CH3:20])/[C:14]([O:16][CH3:17])=[O:15].[CH2:24](Br)[C:25]1[CH:30]=[CH:29][CH:28]=[CH:27][CH:26]=1.C(=O)([O-])[O-].[Cs+].[Cs+]. The yield is 0.700. (3) The reactants are [O:1]1[C:6]2[CH:7]=[CH:8][C:9](C=O)=[CH:10][C:5]=2[O:4][CH2:3][CH2:2]1.C1C=C(Cl)C=C(C(OO)=[O:21])C=1.C([O-])(O)=O.[Na+]. The catalyst is C(Cl)Cl. The product is [O:1]1[C:6]2[CH:7]=[CH:8][C:9]([OH:21])=[CH:10][C:5]=2[O:4][CH2:3][CH2:2]1. The yield is 0.940.